From a dataset of Full USPTO retrosynthesis dataset with 1.9M reactions from patents (1976-2016). Predict the reactants needed to synthesize the given product. The reactants are: [OH:1][C:2]1[CH:7]=[C:6]([CH3:8])[O:5][C:4](=[O:9])[C:3]=1[C:10](=[O:13])[CH2:11][CH3:12].[Li+].CC([N-]C(C)C)C.CN(P(N(C)C)(N(C)C)=O)C.Br[CH2:34][CH2:35][CH2:36][O:37][Si:38]([C:41]([CH3:44])([CH3:43])[CH3:42])([CH3:40])[CH3:39]. Given the product [Si:38]([O:37][CH2:36][CH2:35][CH2:34][CH2:8][C:6]1[O:5][C:4](=[O:9])[C:3]([C:10](=[O:13])[CH2:11][CH3:12])=[C:2]([OH:1])[CH:7]=1)([C:41]([CH3:42])([CH3:43])[CH3:44])([CH3:40])[CH3:39], predict the reactants needed to synthesize it.